This data is from Full USPTO retrosynthesis dataset with 1.9M reactions from patents (1976-2016). The task is: Predict the reactants needed to synthesize the given product. (1) Given the product [F:15][C:16]1[CH:17]=[CH:18][C:19]([CH2:22][CH2:23][C:24]([NH:1][C@H:2]2[CH2:3][CH2:4][C@H:5]([C:8]3[CH:9]=[CH:10][C:11]([OH:14])=[CH:12][N:13]=3)[CH2:6][CH2:7]2)=[O:25])=[CH:20][CH:21]=1, predict the reactants needed to synthesize it. The reactants are: [NH2:1][C@H:2]1[CH2:7][CH2:6][C@H:5]([C:8]2[N:13]=[CH:12][C:11]([OH:14])=[CH:10][CH:9]=2)[CH2:4][CH2:3]1.[F:15][C:16]1[CH:21]=[CH:20][C:19]([CH2:22][CH2:23][C:24](O)=[O:25])=[CH:18][CH:17]=1. (2) Given the product [F:27][CH:28]([F:31])[CH2:29][O:30][C:2]1[CH:7]=[C:6]([F:8])[CH:5]=[CH:4][C:3]=1[C:9]1[N:14]=[CH:13][N:12]=[C:11]([NH:15][C:16]2[CH:21]=[CH:20][CH:19]=[C:18]([CH2:22][S:23]([CH3:26])(=[O:25])=[O:24])[CH:17]=2)[N:10]=1, predict the reactants needed to synthesize it. The reactants are: F[C:2]1[CH:7]=[C:6]([F:8])[CH:5]=[CH:4][C:3]=1[C:9]1[N:14]=[CH:13][N:12]=[C:11]([NH:15][C:16]2[CH:21]=[CH:20][CH:19]=[C:18]([CH2:22][S:23]([CH3:26])(=[O:25])=[O:24])[CH:17]=2)[N:10]=1.[F:27][CH:28]([F:31])[CH2:29][OH:30]. (3) The reactants are: Br[C:2]1[CH:7]=[CH:6][C:5]([S:8][CH:9]([F:11])[F:10])=[CH:4][CH:3]=1.[O:12]=[C:13]1[CH2:16][N:15]([C:17]([O:19][C:20]([CH3:23])([CH3:22])[CH3:21])=[O:18])[CH2:14]1.C([Li])(C)(C)C. Given the product [F:10][CH:9]([F:11])[S:8][C:5]1[CH:6]=[CH:7][C:2]([C:13]2([OH:12])[CH2:14][N:15]([C:17]([O:19][C:20]([CH3:22])([CH3:21])[CH3:23])=[O:18])[CH2:16]2)=[CH:3][CH:4]=1, predict the reactants needed to synthesize it. (4) Given the product [N:8]1([CH2:7][C:6]2[CH:5]=[C:4]([CH:17]=[CH:16][CH:15]=2)[NH2:1])[CH2:9][CH2:10][CH2:11][CH2:12][CH2:13][CH2:14]1, predict the reactants needed to synthesize it. The reactants are: [N+:1]([C:4]1[CH:5]=[C:6]([CH:15]=[CH:16][CH:17]=1)[CH2:7][N:8]1[CH2:14][CH2:13][CH2:12][CH2:11][CH2:10][CH2:9]1)([O-])=O.[NH4+].[Cl-]. (5) The reactants are: [CH2:1]([N:4]1[CH2:9][CH2:8][O:7][C:6]2[CH:10]=[CH:11][C:12]([C:15]3[N:20]4[N:21]=[C:22]([C:24]5[CH:25]=[C:26]([C:30]6[CH:35]=[CH:34][CH:33]=[C:32]([O:36][CH2:37][CH:38]=C)[CH:31]=6)[CH:27]=[CH:28][CH:29]=5)[CH:23]=[C:19]4[N:18]=[C:17]([CH3:40])[C:16]=3[C@H:41]([O:46][C:47]([CH3:50])([CH3:49])[CH3:48])[C:42]([O:44]C)=[O:43])=[C:13]([Cl:14])[C:5]1=2)[CH:2]=C.[OH-].[Na+]. Given the product [C:47]([O:46][C@@H:41]([C:16]1[C:17]([CH3:40])=[N:18][C:19]2=[CH:23][C:22]3=[N:21][N:20]2[C:15]=1[C:12]1[C:13]([Cl:14])=[C:5]2[C:6]([O:7][CH2:8][CH2:9][N:4]2[CH2:1][CH:2]=[CH:38][CH2:37][O:36][C:32]2[CH:31]=[C:30]([C:26]4[CH:25]=[C:24]3[CH:29]=[CH:28][CH:27]=4)[CH:35]=[CH:34][CH:33]=2)=[CH:10][CH:11]=1)[C:42]([OH:44])=[O:43])([CH3:50])([CH3:48])[CH3:49], predict the reactants needed to synthesize it. (6) Given the product [Cl:29][C:30]1[CH:31]=[CH:32][C:33]([C:36]([NH:1][C:2]2[CH:3]=[C:4]3[C:13]([O:12][C:11]4[CH:10]=[CH:9][C:8]([O:16][CH3:17])=[CH:7][C:6]=4[C@@:5]43[CH2:21][O:20][C:19]([NH:22][C:23](=[O:28])[C:24]([F:26])([F:25])[F:27])=[N:18]4)=[CH:14][CH:15]=2)=[O:37])=[N:34][CH:35]=1, predict the reactants needed to synthesize it. The reactants are: [NH2:1][C:2]1[CH:15]=[CH:14][C:13]2[O:12][C:11]3[C:6](=[CH:7][C:8]([O:16][CH3:17])=[CH:9][CH:10]=3)[C@:5]3([CH2:21][O:20][C:19]([NH:22][C:23](=[O:28])[C:24]([F:27])([F:26])[F:25])=[N:18]3)[C:4]=2[CH:3]=1.[Cl:29][C:30]1[CH:31]=[CH:32][C:33]([C:36](O)=[O:37])=[N:34][CH:35]=1.Cl.CN(C)CCCN=C=NCC.ON1C2C=CC=CC=2N=N1. (7) Given the product [CH3:14][O:13][C:12]1[CH:11]=[C:10]2[C:5](=[CH:4][C:3]=1[O:2][CH3:1])[CH:6]=[C:7]([C:15](=[O:31])[CH2:16][CH2:17][CH2:18][CH2:19][CH2:20][CH2:21][CH2:22][CH2:23][CH2:24][CH2:25][CH2:26][CH2:27][CH2:28][CH3:29])[CH:8]=[CH:9]2, predict the reactants needed to synthesize it. The reactants are: [CH3:1][O:2][C:3]1[C:12]([O:13][CH3:14])=[CH:11][C:10]2[C:5](=[CH:6][CH:7]=[CH:8][CH:9]=2)[CH:4]=1.[C:15](Cl)(=[O:31])[CH2:16][CH2:17][CH2:18][CH2:19][CH2:20][CH2:21][CH2:22][CH2:23][CH2:24][CH2:25][CH2:26][CH2:27][CH2:28][CH2:29]C.[Cl-].[Al+3].[Cl-].[Cl-].